From a dataset of Full USPTO retrosynthesis dataset with 1.9M reactions from patents (1976-2016). Predict the reactants needed to synthesize the given product. (1) Given the product [Br:1][C:2]1[CH:24]=[CH:23][C:22]([F:25])=[CH:21][C:3]=1[O:4][CH:5]1[CH2:10][CH2:9][N:8]([C:11]2[S:12][C:13]3[C:18](=[O:27])[NH:17][C:16]([S:19][CH2:38][C:39]([O:41][CH2:42][CH3:43])=[O:40])=[N:15][C:14]=3[N:20]=2)[CH2:7][CH2:6]1, predict the reactants needed to synthesize it. The reactants are: [Br:1][C:2]1[CH:24]=[CH:23][C:22]([F:25])=[CH:21][C:3]=1[O:4][CH:5]1[CH2:10][CH2:9][N:8]([C:11]2[S:12][C:13]3[CH:18]=[N:17][C:16]([SH:19])=[N:15][C:14]=3[N:20]=2)[CH2:7][CH2:6]1.C(=O)([O-])[O-:27].[K+].[K+].CN(C=O)C.Br[CH2:38][C:39]([O:41][CH2:42][CH3:43])=[O:40]. (2) Given the product [Cl:31][C:18]1[C:17]([C:21]([O:23][CH3:24])=[O:22])=[CH:16][N:15]=[C:14]([C:7]2[C:8]3[C:9](=[N:10][CH:11]=[CH:12][CH:13]=3)[N:5]([CH2:4][C:3]3[CH:25]=[CH:26][CH:27]=[CH:28][C:2]=3[F:1])[N:6]=2)[N:19]=1, predict the reactants needed to synthesize it. The reactants are: [F:1][C:2]1[CH:28]=[CH:27][CH:26]=[CH:25][C:3]=1[CH2:4][N:5]1[C:9]2=[N:10][CH:11]=[CH:12][CH:13]=[C:8]2[C:7]([C:14]2[N:19]=[C:18](O)[C:17]([C:21]([O:23][CH3:24])=[O:22])=[CH:16][N:15]=2)=[N:6]1.P(Cl)(Cl)([Cl:31])=O.CCN(C1C=CC=CC=1)CC.